Dataset: Peptide-MHC class II binding affinity with 134,281 pairs from IEDB. Task: Regression. Given a peptide amino acid sequence and an MHC pseudo amino acid sequence, predict their binding affinity value. This is MHC class II binding data. (1) The peptide sequence is RGKVVLIDFWAYPCI. The MHC is HLA-DPA10201-DPB10501 with pseudo-sequence HLA-DPA10201-DPB10501. The binding affinity (normalized) is 0.387. (2) The binding affinity (normalized) is 0.565. The peptide sequence is AVTFVNAPAFAAERG. The MHC is HLA-DQA10501-DQB10201 with pseudo-sequence HLA-DQA10501-DQB10201. (3) The peptide sequence is AFKVAATSANAAPAN. The binding affinity (normalized) is 0.893. The MHC is DRB1_0802 with pseudo-sequence DRB1_0802.